Dataset: Full USPTO retrosynthesis dataset with 1.9M reactions from patents (1976-2016). Task: Predict the reactants needed to synthesize the given product. (1) Given the product [F:50][C:47]([F:48])([F:49])[C:44]1[CH:45]=[CH:46][C:41]([C:37]2[CH:38]=[CH:39][CH:40]=[C:35]([CH2:34][S:33][C:30]3[CH:31]=[CH:32][C:24]([O:23][CH2:22][C:21]([OH:51])=[O:20])=[C:25]4[C:29]=3[CH2:28][CH2:27][CH2:26]4)[CH:36]=2)=[CH:42][CH:43]=1, predict the reactants needed to synthesize it. The reactants are: FC(F)(F)C1C=CC(C2C=CC=C(CO)C=2)=CC=1.C[O:20][C:21](=[O:51])[CH2:22][O:23][C:24]1[CH:32]=[CH:31][C:30]([S:33][CH2:34][C:35]2[CH:36]=[C:37]([C:41]3[CH:46]=[CH:45][C:44]([C:47]([F:50])([F:49])[F:48])=[CH:43][CH:42]=3)[CH:38]=[CH:39][CH:40]=2)=[C:29]2[C:25]=1[CH2:26][CH2:27][CH2:28]2. (2) Given the product [C:13]([NH:17][C:18]1[N:19]=[C:20]([NH:12][C:8]2[CH:7]=[C:6]([C:4]([O:3][CH2:1][CH3:2])=[CH2:5])[N:11]=[CH:10][N:9]=2)[CH:21]=[C:22]2[C:27]=1[C:26](=[O:28])[N:25]([CH2:29][CH2:30][OH:31])[CH:24]=[CH:23]2)([CH3:16])([CH3:15])[CH3:14], predict the reactants needed to synthesize it. The reactants are: [CH2:1]([O:3][C:4]([C:6]1[N:11]=[CH:10][N:9]=[C:8]([NH2:12])[CH:7]=1)=[CH2:5])[CH3:2].[C:13]([NH:17][C:18]1[N:19]=[C:20](Cl)[CH:21]=[C:22]2[C:27]=1[C:26](=[O:28])[N:25]([CH2:29][CH2:30][OH:31])[CH:24]=[CH:23]2)([CH3:16])([CH3:15])[CH3:14].C([O-])([O-])=O.[Cs+].[Cs+].